This data is from Full USPTO retrosynthesis dataset with 1.9M reactions from patents (1976-2016). The task is: Predict the reactants needed to synthesize the given product. (1) The reactants are: [Cl:1][C:2]1[C:3]([NH:11][C:12]2[CH:16]=[C:15]([CH:17]3[CH2:19][CH2:18]3)[NH:14][N:13]=2)=[N:4][C:5]([C:8]([NH2:10])=O)=[N:6][CH:7]=1.COC1C=CC(P2(SP(C3C=CC(OC)=CC=3)(=S)S2)=[S:29])=CC=1. Given the product [Cl:1][C:2]1[C:3]([NH:11][C:12]2[CH:16]=[C:15]([CH:17]3[CH2:19][CH2:18]3)[NH:14][N:13]=2)=[N:4][C:5]([C:8](=[S:29])[NH2:10])=[N:6][CH:7]=1, predict the reactants needed to synthesize it. (2) Given the product [OH:15][NH:14][C:4](=[O:12])[C:5]1[CH:10]=[CH:9][N:8]=[CH:7][CH:6]=1, predict the reactants needed to synthesize it. The reactants are: [C-]#N.[K+].[C:4]([O:12]C)(=O)[C:5]1[CH:10]=[CH:9][N:8]=[CH:7][CH:6]=1.[NH2:14][OH:15].O. (3) Given the product [O:1]1[C:6]2[CH:7]=[CH:8][C:9]([CH2:11][NH:12][CH:13]3[CH2:14][CH2:15][N:16]([CH2:19][CH2:20][N:21]4[C:30]5[C:25](=[C:26](/[CH:33]=[CH:34]/[C:35]([OH:37])=[O:36])[CH:27]=[C:28]([O:31][CH3:32])[CH:29]=5)[CH:24]=[CH:23][C:22]4=[O:40])[CH2:17][CH2:18]3)=[CH:10][C:5]=2[O:4][CH2:3][CH2:2]1, predict the reactants needed to synthesize it. The reactants are: [O:1]1[C:6]2[CH:7]=[CH:8][C:9]([CH2:11][NH:12][CH:13]3[CH2:18][CH2:17][N:16]([CH2:19][CH2:20][N:21]4[C:30]5[C:25](=[C:26](/[CH:33]=[CH:34]/[C:35]([O:37]CC)=[O:36])[CH:27]=[C:28]([O:31][CH3:32])[CH:29]=5)[CH:24]=[CH:23][C:22]4=[O:40])[CH2:15][CH2:14]3)=[CH:10][C:5]=2[O:4][CH2:3][CH2:2]1.[OH-].[Na+].